This data is from Catalyst prediction with 721,799 reactions and 888 catalyst types from USPTO. The task is: Predict which catalyst facilitates the given reaction. Reactant: C([O:8][C:9]1[CH:10]=[C:11]([O:19][C@@H:20]([C@H:22]2[CH2:26][N:25]([C@@H:27]([C:29]3[CH:34]=[CH:33][C:32]([O:35]C)=[CH:31][CH:30]=3)[CH3:28])[C:24](=[O:37])[CH2:23]2)[CH3:21])[C:12]2[S:16][C:15]([CH3:17])=[N:14][C:13]=2[CH:18]=1)C1C=CC=CC=1.B(Br)(Br)Br.CO.CCN(CC)CC.N(CC)CC. Product: [OH:8][C:9]1[CH:10]=[C:11]([O:19][C@@H:20]([C@H:22]2[CH2:26][N:25]([C@@H:27]([C:29]3[CH:34]=[CH:33][C:32]([OH:35])=[CH:31][CH:30]=3)[CH3:28])[C:24](=[O:37])[CH2:23]2)[CH3:21])[C:12]2[S:16][C:15]([CH3:17])=[N:14][C:13]=2[CH:18]=1. The catalyst class is: 2.